From a dataset of Full USPTO retrosynthesis dataset with 1.9M reactions from patents (1976-2016). Predict the reactants needed to synthesize the given product. (1) Given the product [Cl:23][C:14]1[C:13]2[C:18](=[CH:19][C:10]([O:9][CH2:8][CH2:7][CH:2]3[CH2:3][CH2:4][CH2:5][CH2:6][NH:1]3)=[CH:11][CH:12]=2)[N:17]=[CH:16][N:15]=1, predict the reactants needed to synthesize it. The reactants are: [NH:1]1[CH2:6][CH2:5][CH2:4][CH2:3][CH:2]1[CH2:7][CH2:8][O:9][C:10]1[CH:19]=[C:18]2[C:13]([C:14](=O)[NH:15][CH:16]=[N:17]2)=[CH:12][CH:11]=1.O=P(Cl)(Cl)[Cl:23]. (2) Given the product [N:21]1[C:30]2[C:25](=[CH:26][CH:27]=[CH:28][C:29]=2[S:31]([N:8]2[CH2:9][CH2:10][NH:11][CH2:12][CH2:13]2)(=[O:33])=[O:32])[CH:24]=[CH:23][CH:22]=1, predict the reactants needed to synthesize it. The reactants are: C(OC([N:8]1[CH2:13][CH2:12][NH:11][CH2:10][CH2:9]1)=O)(C)(C)C.C(N(CC)CC)C.[N:21]1[C:30]2[C:25](=[CH:26][CH:27]=[CH:28][C:29]=2[S:31](Cl)(=[O:33])=[O:32])[CH:24]=[CH:23][CH:22]=1.C(O)(=O)CC(CC(O)=O)(C(O)=O)O. (3) Given the product [Cl:8][C:9]1[CH:29]=[CH:28][C:12]2[N:13]([CH2:19][C:20]3[CH:25]=[CH:24][C:23]([O:26][CH3:27])=[CH:22][CH:21]=3)[C:5](=[O:7])[CH2:4][NH:3][C:16](=[O:15])[C:11]=2[CH:10]=1, predict the reactants needed to synthesize it. The reactants are: N#N.[NH2:3][CH2:4][C:5]([OH:7])=O.[Cl:8][C:9]1[CH:29]=[CH:28][C:12]2[N:13]([CH2:19][C:20]3[CH:25]=[CH:24][C:23]([O:26][CH3:27])=[CH:22][CH:21]=3)C(=O)[O:15][C:16](=O)[C:11]=2[CH:10]=1. (4) Given the product [Cl:1][C:2]1[CH:3]=[C:4]([CH:7]=[CH:8][C:9]=1[N:15]1[CH2:16][CH2:17][CH:13]([N:12]([CH3:18])[CH3:11])[CH2:14]1)[C:5]#[N:6], predict the reactants needed to synthesize it. The reactants are: [Cl:1][C:2]1[CH:3]=[C:4]([CH:7]=[CH:8][C:9]=1F)[C:5]#[N:6].[CH3:11][N:12]([CH3:18])[CH:13]1[CH2:17][CH2:16][NH:15][CH2:14]1.[H-].[Na+].O. (5) The reactants are: [Br:1][C:2]1[CH:3]=[C:4]([CH:9]=[CH:10][CH:11]=1)[C:5]([NH:7][NH2:8])=[O:6].[CH:12](OCC)(OCC)OCC. Given the product [Br:1][C:2]1[CH:3]=[C:4]([C:5]2[O:6][CH:12]=[N:8][N:7]=2)[CH:9]=[CH:10][CH:11]=1, predict the reactants needed to synthesize it. (6) Given the product [CH:1]([N:4]1[C:9](=[O:10])[C:8]2[CH2:11][CH2:12][CH2:13][NH:14][C:7]=2[NH:6][C:5]1=[O:24])([CH3:3])[CH3:2], predict the reactants needed to synthesize it. The reactants are: [CH:1]([N:4]1[C:9](=[O:10])[C:8]2[CH2:11][CH2:12][CH2:13][N:14](CC3C=CC(OC)=CC=3)[C:7]=2[NH:6][C:5]1=[O:24])([CH3:3])[CH3:2].FC(F)(F)C(O)=O.